Task: Predict which catalyst facilitates the given reaction.. Dataset: Catalyst prediction with 721,799 reactions and 888 catalyst types from USPTO Reactant: Br[C:2]1[CH:3]=[C:4]([NH:9][C:10](=[O:16])[O:11][C:12]([CH3:15])([CH3:14])[CH3:13])[CH:5]=[C:6]([CH3:8])[CH:7]=1.[B:17]1([B:17]2[O:21][C:20]([CH3:23])([CH3:22])[C:19]([CH3:25])([CH3:24])[O:18]2)[O:21][C:20]([CH3:23])([CH3:22])[C:19]([CH3:25])([CH3:24])[O:18]1.CC([O-])=O.[K+]. Product: [CH3:8][C:6]1[CH:5]=[C:4]([NH:9][C:10](=[O:16])[O:11][C:12]([CH3:15])([CH3:14])[CH3:13])[CH:3]=[C:2]([B:17]2[O:21][C:20]([CH3:23])([CH3:22])[C:19]([CH3:25])([CH3:24])[O:18]2)[CH:7]=1. The catalyst class is: 151.